The task is: Predict the product of the given reaction.. This data is from Forward reaction prediction with 1.9M reactions from USPTO patents (1976-2016). (1) Given the reactants [CH3:1][Si:2]([CH3:10])([CH3:9])[C:3]#[C:4][CH2:5][C@H:6]([OH:8])[CH3:7].N1C=CN=C1.[C:16]([Si:20](Cl)([C:27]1[CH:32]=[CH:31][CH:30]=[CH:29][CH:28]=1)[C:21]1[CH:26]=[CH:25][CH:24]=[CH:23][CH:22]=1)([CH3:19])([CH3:18])[CH3:17], predict the reaction product. The product is: [C:16]([Si:20]([C:27]1[CH:32]=[CH:31][CH:30]=[CH:29][CH:28]=1)([C:21]1[CH:22]=[CH:23][CH:24]=[CH:25][CH:26]=1)[O:8][C@@H:6]([CH2:5][C:4]#[C:3][Si:2]([CH3:10])([CH3:9])[CH3:1])[CH3:7])([CH3:19])([CH3:17])[CH3:18]. (2) Given the reactants F[C:2]1[CH:8]=[CH:7][C:5]([NH2:6])=[CH:4][C:3]=1[N+:9]([O-:11])=[O:10].[OH:12][C:13]1[CH:18]=[CH:17][C:16]([CH2:19][C:20]([OH:22])=[O:21])=[CH:15][C:14]=1[O:23][CH3:24].C(=O)([O-])[O-].[Cs+].[Cs+].C(O)(=O)CC(CC(O)=O)(C(O)=O)O, predict the reaction product. The product is: [NH2:6][C:5]1[CH:7]=[CH:8][C:2]([O:12][C:13]2[CH:18]=[CH:17][C:16]([CH2:19][C:20]([OH:22])=[O:21])=[CH:15][C:14]=2[O:23][CH3:24])=[C:3]([N+:9]([O-:11])=[O:10])[CH:4]=1. (3) Given the reactants Br[C:2]1[CH:3]=[CH:4][CH:5]=[C:6]2[C:10]=1[C:9](=[O:11])[N:8]([CH2:12][CH2:13][C:14]1[N:15]=[C:16]3[CH:21]=[CH:20][CH:19]=[CH:18][N:17]3[CH:22]=1)[CH2:7]2.CC1(C)C(C)(C)OB([C:31]2[CH:39]=[C:38]3[C:34]([CH2:35][C:36](=[O:40])[NH:37]3)=[CH:33][CH:32]=2)O1.C([O-])([O-])=O.[Na+].[Na+], predict the reaction product. The product is: [N:15]1[C:14]([CH2:13][CH2:12][N:8]2[C:9](=[O:11])[C:10]3[C:6](=[CH:5][CH:4]=[CH:3][C:2]=3[C:31]3[CH:39]=[C:38]4[C:34]([CH2:35][C:36](=[O:40])[NH:37]4)=[CH:33][CH:32]=3)[CH2:7]2)=[CH:22][N:17]2[CH:18]=[CH:19][CH:20]=[CH:21][C:16]=12. (4) Given the reactants [H-].[H-].[H-].[H-].[Li+].[Al+3].[C:7]([O:11][C:12]([N:14]1[CH2:18][C@H:17]([F:19])[CH2:16][C@H:15]1[C:20](=[O:25])N(OC)C)=[O:13])([CH3:10])([CH3:9])[CH3:8].OS([O-])(=O)=O.[K+], predict the reaction product. The product is: [C:7]([O:11][C:12]([N:14]1[CH2:18][C@H:17]([F:19])[CH2:16][C@H:15]1[CH:20]=[O:25])=[O:13])([CH3:10])([CH3:9])[CH3:8]. (5) Given the reactants [CH:1]1([CH2:14][NH2:15])[C:13]2[N:5]([N:6]=[C:7]3[C:12]=2[CH:11]=[CH:10][CH:9]=[CH:8]3)[CH2:4][CH2:3][O:2]1.[C:16]1(=O)[CH2:19][CH2:18][CH2:17]1, predict the reaction product. The product is: [CH:1]1([CH2:14][NH:15][CH:16]2[CH2:19][CH2:18][CH2:17]2)[C:13]2[N:5]([N:6]=[C:7]3[C:12]=2[CH:11]=[CH:10][CH:9]=[CH:8]3)[CH2:4][CH2:3][O:2]1. (6) Given the reactants [N:1]1[C:5]2[CH:6]=[CH:7][C:8]([CH:10]=O)=[CH:9][C:4]=2[NH:3][CH:2]=1.[NH2:12][C:13]1[CH:18]=[CH:17][CH:16]=[CH:15][CH:14]=1.[BH-](OC(C)=O)(OC(C)=O)OC(C)=O.[Na+].CC(O)=O, predict the reaction product. The product is: [NH:1]1[C:5]2[CH:6]=[CH:7][C:8]([CH2:10][NH:12][C:13]3[CH:18]=[CH:17][CH:16]=[CH:15][CH:14]=3)=[CH:9][C:4]=2[N:3]=[CH:2]1. (7) Given the reactants [F:1][C:2]1[CH:7]=[CH:6][C:5]([O:8][C:9](=[O:41])[N:10]([C@H:13]2[C@H:17]([C:18]3[CH:23]=[CH:22][C:21](F)=[CH:20][CH:19]=3)[CH2:16][N:15]([C:25]([CH:27]3[CH2:32][CH2:31][N:30]([C:33]4[CH:38]=[CH:37][C:36](C#N)=[CH:35][N:34]=4)[CH2:29][CH2:28]3)=[O:26])[CH2:14]2)[CH2:11][CH3:12])=[CH:4][CH:3]=1.FC1C=CC(OC(=O)N([C@H]2[C@H](C3C=CC([Cl:65])=CC=3)CNC2)CC)=CC=1.OC1C=CC(N2CC[CH:77]([C:80]([OH:82])=[O:81])CC2)=NC=1.C(Cl)(=O)C, predict the reaction product. The product is: [Cl:65][C:21]1[CH:22]=[CH:23][C:18]([C@H:17]2[C@H:13]([N:10]([CH2:11][CH3:12])[C:9]([O:8][C:5]3[CH:4]=[CH:3][C:2]([F:1])=[CH:7][CH:6]=3)=[O:41])[CH2:14][N:15]([C:25]([CH:27]3[CH2:32][CH2:31][N:30]([C:33]4[CH:38]=[CH:37][C:36]([O:82][C:80](=[O:81])[CH3:77])=[CH:35][N:34]=4)[CH2:29][CH2:28]3)=[O:26])[CH2:16]2)=[CH:19][CH:20]=1. (8) Given the reactants [CH2:1]([O:3][C:4]([C:6]1[N:7]([S:28]([C:31]2[CH:36]=[CH:35][C:34]([CH3:37])=[CH:33][CH:32]=2)(=[O:30])=[O:29])[C:8]2[C:13]([CH:14]=1)=[CH:12][C:11]([CH:15]1[CH2:20][CH2:19][N:18](C(OC(C)(C)C)=O)[CH2:17][CH2:16]1)=[CH:10][CH:9]=2)=[O:5])[CH3:2].[ClH:38].C(OCC)(=O)C, predict the reaction product. The product is: [ClH:38].[CH2:1]([O:3][C:4]([C:6]1[N:7]([S:28]([C:31]2[CH:32]=[CH:33][C:34]([CH3:37])=[CH:35][CH:36]=2)(=[O:29])=[O:30])[C:8]2[C:13]([CH:14]=1)=[CH:12][C:11]([CH:15]1[CH2:20][CH2:19][NH:18][CH2:17][CH2:16]1)=[CH:10][CH:9]=2)=[O:5])[CH3:2]. (9) Given the reactants [CH2:1]([O:3][C:4]([C:6]1[C:7](=[O:24])[N:8]([C:18]2[CH:23]=[CH:22][CH:21]=[CH:20][CH:19]=2)[C:9]2[C:14]([C:15]=1Cl)=[CH:13][C:12]([CH3:17])=[CH:11][CH:10]=2)=[O:5])[CH3:2].[CH3:25][N:26]1[CH2:31][CH2:30][NH:29][CH2:28][CH2:27]1, predict the reaction product. The product is: [CH2:1]([O:3][C:4]([C:6]1[C:7](=[O:24])[N:8]([C:18]2[CH:23]=[CH:22][CH:21]=[CH:20][CH:19]=2)[C:9]2[C:14]([C:15]=1[N:29]1[CH2:30][CH2:31][N:26]([CH3:25])[CH2:27][CH2:28]1)=[CH:13][C:12]([CH3:17])=[CH:11][CH:10]=2)=[O:5])[CH3:2].